Task: Binary Classification. Given a T-cell receptor sequence (or CDR3 region) and an epitope sequence, predict whether binding occurs between them.. Dataset: TCR-epitope binding with 47,182 pairs between 192 epitopes and 23,139 TCRs (1) The epitope is KLPDDFTGCV. The TCR CDR3 sequence is CASSHVGAQGRNSPLHF. Result: 1 (the TCR binds to the epitope). (2) The epitope is NQKLIANQF. The TCR CDR3 sequence is CATSYTGSANYGYTF. Result: 0 (the TCR does not bind to the epitope). (3) The TCR CDR3 sequence is CASRASMSSYNEQFF. The epitope is YSEHPTFTSQY. Result: 0 (the TCR does not bind to the epitope). (4) The TCR CDR3 sequence is CASRGAGELFF. Result: 0 (the TCR does not bind to the epitope). The epitope is AYILFTRFFYV. (5) The epitope is KLNVGDYFV. The TCR CDR3 sequence is CASSLSESYPEKLFF. Result: 1 (the TCR binds to the epitope).